This data is from Forward reaction prediction with 1.9M reactions from USPTO patents (1976-2016). The task is: Predict the product of the given reaction. (1) Given the reactants [OH:1][C:2]1[CH:3]=[C:4]([O:16][C:17]2[CH:22]=[CH:21][C:20]([S:23]([CH3:26])(=[O:25])=[O:24])=C[CH:18]=2)[CH:5]=[C:6]2[C:10]=1[NH:9][C:8]([C:11]([O:13][CH2:14]C)=[O:12])=[CH:7]2.C(P(CCCC)CCCC)CCC.[N:40](C(N1CCCCC1)=O)=NC(N1CCCCC1)=O.[CH3:58][O:59][CH2:60][CH:61](O)[CH2:62][O:63][CH3:64], predict the reaction product. The product is: [CH3:58][O:59][CH2:60][CH:61]([CH2:62][O:63][CH3:64])[O:1][C:2]1[CH:3]=[C:4]([O:16][C:17]2[CH:18]=[N:40][C:20]([S:23]([CH3:26])(=[O:25])=[O:24])=[CH:21][CH:22]=2)[CH:5]=[C:6]2[C:10]=1[NH:9][C:8]([C:11]([O:13][CH3:14])=[O:12])=[CH:7]2. (2) The product is: [OH:11][C:12]1[C:13]([O:20][CH3:21])=[C:14]([CH:17]=[CH:18][CH:19]=1)[CH:15]=[C:5]1[C:6](=[O:8])[O:7][C:2]([CH3:10])([CH3:1])[O:3][C:4]1=[O:9]. Given the reactants [CH3:1][C:2]1([CH3:10])[O:7][C:6](=[O:8])[CH2:5][C:4](=[O:9])[O:3]1.[OH:11][C:12]1[C:13]([O:20][CH3:21])=[C:14]([CH:17]=[CH:18][CH:19]=1)[CH:15]=O.N1C=CC=CC=1.O, predict the reaction product. (3) The product is: [F:1][C:2]1[CH:7]=[CH:6][C:5]([N:8]2[C:12]3=[N:13][CH:14]=[CH:15][C:16]([C:21]4[CH:22]=[N:23][CH:24]=[CH:25][C:26]=4[O:27][CH3:28])=[C:11]3[CH:10]=[N:9]2)=[CH:4][CH:3]=1. Given the reactants [F:1][C:2]1[CH:7]=[CH:6][C:5]([N:8]2[C:12]3=[N:13][CH:14]=[CH:15][C:16](B(O)O)=[C:11]3[CH:10]=[N:9]2)=[CH:4][CH:3]=1.I[C:21]1[CH:22]=[N:23][CH:24]=[CH:25][C:26]=1[O:27][CH3:28].C(=O)([O-])[O-].[Na+].[Na+], predict the reaction product. (4) The product is: [Cl:1][C:2]1[CH:3]=[CH:4][C:5]([C@@:8]([NH:16][C:37](=[O:38])[C@@:36]([O:46][CH3:47])([C:40]2[CH:41]=[CH:42][CH:43]=[CH:44][CH:45]=2)[C:35]([F:48])([F:49])[F:34])([C:17]2[CH:22]=[C:21]([C:23]([F:26])([F:24])[F:25])[CH:20]=[C:19]([F:27])[CH:18]=2)[CH2:9][C:10]2[CH:11]=[CH:12][CH:13]=[CH:14][CH:15]=2)=[N:6][CH:7]=1. Given the reactants [Cl:1][C:2]1[CH:3]=[CH:4][C:5]([C:8]([C:17]2[CH:22]=[C:21]([C:23]([F:26])([F:25])[F:24])[CH:20]=[C:19]([F:27])[CH:18]=2)([NH2:16])[CH2:9][C:10]2[CH:15]=[CH:14][CH:13]=[CH:12][CH:11]=2)=[N:6][CH:7]=1.N1C=CC=CC=1.[F:34][C:35]([F:49])([F:48])[C@:36]([O:46][CH3:47])([C:40]1[CH:45]=[CH:44][CH:43]=[CH:42][CH:41]=1)[C:37](Cl)=[O:38], predict the reaction product. (5) Given the reactants [Cl:1][C:2]1[CH:7]=[CH:6][N:5]=[C:4]2[C:8]([C:11]([NH:13][C@H:14]3[CH2:19][CH2:18][CH2:17][CH2:16][C@@H:15]3[OH:20])=[O:12])=[CH:9][NH:10][C:3]=12.Br[CH2:22][C:23]1[CH:28]=[CH:27][C:26]([O:29][CH3:30])=[CH:25][CH:24]=1.C(=O)([O-])[O-].[Cs+].[Cs+], predict the reaction product. The product is: [Cl:1][C:2]1[CH:7]=[CH:6][N:5]=[C:4]2[C:8]([C:11]([NH:13][C@H:14]3[CH2:19][CH2:18][CH2:17][CH2:16][C@@H:15]3[OH:20])=[O:12])=[CH:9][N:10]([CH2:22][C:23]3[CH:28]=[CH:27][C:26]([O:29][CH3:30])=[CH:25][CH:24]=3)[C:3]=12. (6) Given the reactants [NH:1]1[CH:5]=[CH:4][C:3]([C:6]2[CH:12]=[CH:11][C:9]([NH2:10])=[CH:8][CH:7]=2)=[N:2]1.C(N(CC)CC)C.[Cl-].ClC1N(C)CC[NH+]1C.[CH3:29][O:30][C:31]1[C:32](=[O:55])[C:33]([CH3:54])=[C:34]([CH2:40][C:41]2[CH:42]=[CH:43][C:44]([O:50][C:51](=[O:53])[CH3:52])=[C:45]([CH:49]=2)[C:46](O)=[O:47])[C:35](=[O:39])[C:36]=1[O:37][CH3:38], predict the reaction product. The product is: [CH3:29][O:30][C:31]1[C:32](=[O:55])[C:33]([CH3:54])=[C:34]([CH2:40][C:41]2[CH:42]=[CH:43][C:44]([O:50][C:51](=[O:53])[CH3:52])=[C:45]([CH:49]=2)[C:46]([NH:10][C:9]2[CH:11]=[CH:12][C:6]([C:3]3[CH:4]=[CH:5][NH:1][N:2]=3)=[CH:7][CH:8]=2)=[O:47])[C:35](=[O:39])[C:36]=1[O:37][CH3:38]. (7) Given the reactants C(OC(C1[CH2:11][CH2:10][N:9]([CH2:12][C:13]2[CH:18]=[CH:17][C:16]([C@@H:19]3[O:28][C:23]4=[N:24][CH:25]=[CH:26][CH:27]=[C:22]4[O:21][CH2:20]3)=[CH:15][CH:14]=2)[CH2:8]C1)=O)C.[CH2:29]1[C@H:33]2CNCC[N:32]2[C:31](=[O:38])[O:30]1, predict the reaction product. The product is: [O:21]1[C:22]2[C:23](=[N:24][CH:25]=[CH:26][CH:27]=2)[O:28][C@@H:19]([C:16]2[CH:15]=[CH:14][C:13]([CH2:12][N:9]3[CH2:10][CH2:11][N:32]4[C:31](=[O:38])[O:30][CH2:29][C@H:33]4[CH2:8]3)=[CH:18][CH:17]=2)[CH2:20]1. (8) Given the reactants Cl.[CH3:2][C:3]1[CH:4]=[CH:5][C:6]2[CH2:7][NH:8][C@@H:9]3[C@@H:14]([C:15]=2[CH:16]=1)[C:13]1[CH:17]=[C:18]([O:23]C)[C:19]([O:21]C)=[CH:20][C:12]=1[CH2:11][CH2:10]3.C(=O)(O)[O-].B(Br)(Br)Br.[Cl:33]CCl, predict the reaction product. The product is: [ClH:33].[CH3:2][C:3]1[CH:4]=[CH:5][C:6]2[CH2:7][NH:8][C@@H:9]3[C@@H:14]([C:15]=2[CH:16]=1)[C:13]1[CH:17]=[C:18]([OH:23])[C:19]([OH:21])=[CH:20][C:12]=1[CH2:11][CH2:10]3. (9) Given the reactants Cl.[CH:2]1([CH2:8][C:9]([NH:11][CH2:12][C@H:13]([NH:15][C:16]2[N:17]=[CH:18][C:19](/[CH:22]=[CH:23]/[C:24]([NH:26][O:27]C3CCCCO3)=[O:25])=[N:20][CH:21]=2)[CH3:14])=[O:10])[CH2:7][CH2:6][CH2:5][CH2:4][CH2:3]1, predict the reaction product. The product is: [CH:2]1([CH2:8][C:9]([NH:11][CH2:12][C@H:13]([NH:15][C:16]2[N:17]=[CH:18][C:19](/[CH:22]=[CH:23]/[C:24]([NH:26][OH:27])=[O:25])=[N:20][CH:21]=2)[CH3:14])=[O:10])[CH2:7][CH2:6][CH2:5][CH2:4][CH2:3]1. (10) Given the reactants [Br:1][C:2]1[CH:3]=[C:4]2[N:12]=[CH:11][NH:10][C:5]2=[N+:6]([O-])[C:7]=1[CH3:8].C([O-])(O)=O.[Na+].O=P(Cl)(Cl)[Cl:20], predict the reaction product. The product is: [Br:1][C:2]1[C:3]([Cl:20])=[C:4]2[N:12]=[CH:11][NH:10][C:5]2=[N:6][C:7]=1[CH3:8].